This data is from Full USPTO retrosynthesis dataset with 1.9M reactions from patents (1976-2016). The task is: Predict the reactants needed to synthesize the given product. The reactants are: [CH3:1][C:2]1[S:6][C:5]([C:7]2[CH:8]=[C:9]3[C:14](=[C:15]([O:17]COCC[Si](C)(C)C)[CH:16]=2)[N:13]=[CH:12][N:11](COCC[Si](C)(C)C)[C:10]3=[O:34])=[N:4][CH:3]=1.C(O)=O. Given the product [OH:17][C:15]1[CH:16]=[C:7]([C:5]2[S:6][C:2]([CH3:1])=[CH:3][N:4]=2)[CH:8]=[C:9]2[C:14]=1[N:13]=[CH:12][NH:11][C:10]2=[O:34], predict the reactants needed to synthesize it.